This data is from PAMPA (Parallel Artificial Membrane Permeability Assay) permeability data from NCATS. The task is: Regression/Classification. Given a drug SMILES string, predict its absorption, distribution, metabolism, or excretion properties. Task type varies by dataset: regression for continuous measurements (e.g., permeability, clearance, half-life) or binary classification for categorical outcomes (e.g., BBB penetration, CYP inhibition). Dataset: pampa_ncats. (1) The compound is CC1=CN(C2=CC=CC=C12)CCN3CCN(CC3)C4=CC=CC=C4C5=CC(=CC(=C5)C#N)C(=O)NCCCN6CCCC6. The result is 0 (low-to-moderate permeability). (2) The drug is CC1=C(C(=NO1)C)C2=CC3=C(C=C2)N=CN=C3N4CCC(CC4)C(=O)O. The result is 0 (low-to-moderate permeability). (3) The compound is CSC1=CC=C(C=C1)/C=C/C2=NC3=CC=CC=C3N2S(=O)(=O)C4=CC(=CC=C4)Cl. The result is 1 (high permeability). (4) The molecule is C1=COC(=C1)C2=NN=C(O2)NC(=O)C3=CC=C(C=C3)Cl. The result is 1 (high permeability). (5) The drug is CC1=CC=CC=C1OCC(CO)O. The result is 1 (high permeability).